From a dataset of Forward reaction prediction with 1.9M reactions from USPTO patents (1976-2016). Predict the product of the given reaction. (1) The product is: [CH2:13]([O:12][C:6]1[N:7]=[CH:8][C:9]2[C:4]([CH:5]=1)=[CH:3][C:2]([Br:1])=[CH:11][CH:10]=2)[C:14]1[CH:19]=[CH:18][CH:17]=[CH:16][CH:15]=1. Given the reactants [Br:1][C:2]1[CH:3]=[C:4]2[C:9](=[CH:10][CH:11]=1)[CH:8]=[N:7][C:6]([OH:12])=[CH:5]2.[CH2:13](Br)[C:14]1[CH:19]=[CH:18][CH:17]=[CH:16][CH:15]=1, predict the reaction product. (2) Given the reactants CCN(C(C)C)C(C)C.[Li]CCCC.[CH2:15]([N:22]1[CH2:27][CH2:26][CH:25]([C:28]([O:30][CH2:31][CH3:32])=[O:29])[CH2:24][CH2:23]1)[C:16]1[CH:21]=[CH:20][CH:19]=[CH:18][CH:17]=1.[F:33]N(S(C1C=CC=CC=1)(=O)=O)S(C1C=CC=CC=1)(=O)=O, predict the reaction product. The product is: [CH2:15]([N:22]1[CH2:27][CH2:26][C:25]([F:33])([C:28]([O:30][CH2:31][CH3:32])=[O:29])[CH2:24][CH2:23]1)[C:16]1[CH:17]=[CH:18][CH:19]=[CH:20][CH:21]=1. (3) The product is: [C:23]([O:19][C:4](=[O:3])/[CH:5]=[CH:6]/[C:14]1[CH:15]=[N:16][C:10]2[NH:9][C:8](=[O:18])[N:7]([CH2:6][CH2:5][C:4]([O:3][CH2:1][CH3:2])=[O:19])[CH2:12][C:11]=2[CH:13]=1)([CH3:22])([CH3:24])[CH3:28]. Given the reactants [CH2:1]([O:3][C:4](=[O:19])[CH2:5][CH2:6][N:7]1[CH2:12][C:11]2[CH:13]=[C:14](Br)[CH:15]=[N:16][C:10]=2[NH:9][C:8]1=[O:18])[CH3:2].BrC1C=N[C:24]2NC(=O)N(CCN(C)C)[CH2:28][C:23]=2[CH:22]=1, predict the reaction product. (4) The product is: [C:17]([N:8]1[CH2:7][CH2:6][C:5]2[C:10](=[CH:11][C:2]([OH:1])=[C:3]([O:15][CH3:16])[CH:4]=2)[CH:9]1[CH:12]([CH3:14])[CH3:13])(=[O:19])[CH3:18]. Given the reactants [OH:1][C:2]1[CH:11]=[C:10]2[C:5]([CH2:6][CH2:7][NH:8][CH:9]2[CH:12]([CH3:14])[CH3:13])=[CH:4][C:3]=1[O:15][CH3:16].[C:17](OC(=O)C)(=[O:19])[CH3:18].C(N(CC)CC)C, predict the reaction product. (5) Given the reactants [C:1]([C:3]1[CH:8]=[CH:7][C:6]([NH:9][CH2:10][C:11]2[N:15]([CH3:16])[C:14]3[CH:17]=[CH:18][C:19]([C@@:21]([NH:30]C(OC(C)(C)C)=O)([C:23]([N:25]4[CH2:29][CH2:28][CH2:27][CH2:26]4)=[O:24])[CH3:22])=[CH:20][C:13]=3[N:12]=2)=[CH:5][CH:4]=1)#[N:2].Cl.N, predict the reaction product. The product is: [C:1]([C:3]1[CH:4]=[CH:5][C:6]([NH:9][CH2:10][C:11]2[N:15]([CH3:16])[C:14]3[CH:17]=[CH:18][C:19]([C@@:21]([NH2:30])([C:23]([N:25]4[CH2:29][CH2:28][CH2:27][CH2:26]4)=[O:24])[CH3:22])=[CH:20][C:13]=3[N:12]=2)=[CH:7][CH:8]=1)#[N:2]. (6) Given the reactants C([O:3][C:4]([C:6]1[CH:7]=[N:8][N:9]([CH3:19])[C:10]=1[NH:11][C:12]1[CH:17]=[CH:16][CH:15]=[CH:14][C:13]=1[NH2:18])=O)C, predict the reaction product. The product is: [CH3:19][N:9]1[C:10]2[NH:11][C:12]3[CH:17]=[CH:16][CH:15]=[CH:14][C:13]=3[NH:18][C:4](=[O:3])[C:6]=2[CH:7]=[N:8]1.